Task: Predict the reaction yield, written as a fraction of the theoretical maximum amount of product (1.0 means a 100% yield; for example, 0.34 means a 34% yield).. Dataset: Reaction yield outcomes from USPTO patents with 853,638 reactions (1) The reactants are [O:1]([C:8]1[CH:13]=[CH:12][C:11]([C:14]2[C:22]3[C:21]([NH2:23])=[N:20][CH:19]=[N:18][C:17]=3[N:16]([C@@H:24]3[CH2:29][CH2:28][CH2:27][NH:26][CH2:25]3)[CH:15]=2)=[CH:10][CH:9]=1)[C:2]1[CH:7]=[CH:6][CH:5]=[CH:4][CH:3]=1.[C:30]([C:32](=[CH:36][CH:37]1[CH2:39][CH2:38]1)[C:33](O)=[O:34])#[N:31].CCN(C(C)C)C(C)C.CN(C(ON1N=NC2C=CC=NC1=2)=[N+](C)C)C.F[P-](F)(F)(F)(F)F. The catalyst is C(Cl)Cl. The product is [NH2:23][C:21]1[C:22]2[C:14]([C:11]3[CH:10]=[CH:9][C:8]([O:1][C:2]4[CH:7]=[CH:6][CH:5]=[CH:4][CH:3]=4)=[CH:13][CH:12]=3)=[CH:15][N:16]([C@@H:24]3[CH2:29][CH2:28][CH2:27][N:26]([C:33]([C:32](=[CH:36][CH:37]4[CH2:39][CH2:38]4)[C:30]#[N:31])=[O:34])[CH2:25]3)[C:17]=2[N:18]=[CH:19][N:20]=1. The yield is 0.540. (2) The reactants are C(O)CCCC/C=C\C/C=C\C/C=C\CCCCC.[CH2:20]([Br:38])[CH2:21][CH2:22][CH2:23][CH2:24][CH2:25][CH2:26][CH2:27][CH2:28][CH2:29][CH2:30][CH2:31][CH2:32][CH2:33][CH2:34][CH2:35][CH2:36][CH3:37]. No catalyst specified. The product is [Br:38][CH2:20][CH2:21][CH2:22][CH2:23][CH2:24]/[CH:25]=[CH:26]\[CH2:27]/[CH:28]=[CH:29]\[CH2:30]/[CH:31]=[CH:32]\[CH2:33][CH2:34][CH2:35][CH2:36][CH3:37]. The yield is 0.960. (3) The reactants are [C:1]([C:3]1[N:4]=[CH:5][N:6]([CH3:13])[C:7]=1[C:8](=[O:12])SCC)#[N:2].C([SiH](CC)CC)C. The catalyst is CC(C)=O.[Pd]. The product is [CH:8]([C:7]1[N:6]([CH3:13])[CH:5]=[N:4][C:3]=1[C:1]#[N:2])=[O:12]. The yield is 0.540. (4) The reactants are Br[CH2:2][C:3]([C:5]1[C:10]([CH3:11])=[CH:9][C:8]([O:12][C:13]2[CH:18]=[CH:17][C:16]([O:19][C:20]3[CH:25]=[CH:24][CH:23]=[CH:22][CH:21]=3)=[CH:15][CH:14]=2)=[CH:7][C:6]=1[CH3:26])=O.[NH2:27][C:28]([NH2:30])=[S:29]. The catalyst is CCO. The product is [CH3:11][C:10]1[CH:9]=[C:8]([O:12][C:13]2[CH:18]=[CH:17][C:16]([O:19][C:20]3[CH:21]=[CH:22][CH:23]=[CH:24][CH:25]=3)=[CH:15][CH:14]=2)[CH:7]=[C:6]([CH3:26])[C:5]=1[C:3]1[N:27]=[C:28]([NH2:30])[S:29][CH:2]=1. The yield is 1.00. (5) The reactants are [NH:1]([C:22]([O:24][C:25]([CH3:28])([CH3:27])[CH3:26])=[O:23])[C@H:2]([C:13]([O:15][CH:16]1[CH2:21][CH2:20][CH2:19][CH2:18][CH2:17]1)=[O:14])[C@@H:3]([CH3:12])[O:4]CC1C=CC=CC=1.CCCCCC. The catalyst is CCOC(C)=O.[Pd]. The product is [NH:1]([C:22]([O:24][C:25]([CH3:26])([CH3:28])[CH3:27])=[O:23])[C@H:2]([C:13]([O:15][CH:16]1[CH2:21][CH2:20][CH2:19][CH2:18][CH2:17]1)=[O:14])[C@@H:3]([CH3:12])[OH:4]. The yield is 0.940. (6) The reactants are P([O-])([O-])([O-])=[O:2].[CH2:6]1[CH2:10][O:9][CH2:8][CH2:7]1.C(#N)C.[N+](C1C=CC(COC(C2N3[C@H](SC=2)C(C(OC(=O)C)[C:34]2C=[C:40]4[N:36]([CH2:37][C:38]([CH3:43])([CH3:42])[CH2:39]4)[N:35]=2)(Br)C3=O)=O)=CC=1)([O-])=O. The catalyst is [Zn].C(OCC)(=O)C. The product is [CH2:10]([O:9][C:8]([C:7]1[CH:34]=[N:35][N:36]2[CH2:37][C:38]([CH3:43])([CH3:42])[CH2:39][C:40]=12)=[O:2])[CH3:6]. The yield is 0.428. (7) The reactants are B(Cl)(Cl)Cl.[NH2:5][C:6]1[C:11]([Cl:12])=[CH:10][N:9]([C@H:13]2[C@H:17]([OH:18])[C@H:16]([O:19]CC3C=CC=CC=3)[C@:15]([CH2:30][O:31]CC3C=CC=CC=3)([CH:27]([F:29])[F:28])[O:14]2)[C:8](=[O:39])[N:7]=1.N1C=CC=CC=1.CO. The catalyst is ClCCl. The product is [NH2:5][C:6]1[C:11]([Cl:12])=[CH:10][N:9]([C@H:13]2[C@H:17]([OH:18])[C@H:16]([OH:19])[C@@:15]([CH:27]([F:28])[F:29])([CH2:30][OH:31])[O:14]2)[C:8](=[O:39])[N:7]=1. The yield is 0.440. (8) The reactants are [Cl:1][C:2]1[S:6][C:5]([CH2:7][O:8][C:9]2[CH:17]=[CH:16][CH:15]=[C:11]([C:12]([OH:14])=O)[C:10]=2[C:18]([OH:20])=O)=[CH:4][CH:3]=1.Cl.[NH2:22][CH:23]1[CH2:29][CH2:28][C:27](=[O:30])[NH:26][C:24]1=[O:25]. The catalyst is N1C=CC=CC=1. The product is [Cl:1][C:2]1[S:6][C:5]([CH2:7][O:8][C:9]2[CH:17]=[CH:16][CH:15]=[C:11]3[C:10]=2[C:18](=[O:20])[N:22]([CH:23]2[CH2:29][CH2:28][C:27](=[O:30])[NH:26][C:24]2=[O:25])[C:12]3=[O:14])=[CH:4][CH:3]=1. The yield is 0.360. (9) The reactants are Cl[C:2]1[CH:7]=[CH:6][N:5]=[C:4]2[CH:8]=[C:9]([C:11]3[CH:12]=[N:13][N:14]([CH2:16][CH2:17][N:18]([CH3:26])[C:19](=[O:25])[O:20][C:21]([CH3:24])([CH3:23])[CH3:22])[CH:15]=3)[S:10][C:3]=12.[F:27][C:28]1[CH:48]=[C:47]([N+:49]([O-:51])=[O:50])[CH:46]=[CH:45][C:29]=1[O:30]C1C=CN=C2C=C(C3SC=CN=3)SC=12. No catalyst specified. The product is [F:27][C:28]1[CH:48]=[C:47]([N+:49]([O-:51])=[O:50])[CH:46]=[CH:45][C:29]=1[O:30][C:2]1[CH:7]=[CH:6][N:5]=[C:4]2[CH:8]=[C:9]([C:11]3[CH:12]=[N:13][N:14]([CH2:16][CH2:17][N:18]([CH3:26])[C:19](=[O:25])[O:20][C:21]([CH3:24])([CH3:23])[CH3:22])[CH:15]=3)[S:10][C:3]=12. The yield is 0.370. (10) The yield is 0.460. The reactants are [CH3:1]N(C(OC)OC)C.[Cl:9][C:10]1[CH:15]=[CH:14][CH:13]=[C:12]([Cl:16])[C:11]=1[NH:17][C:18]([C:20]1[C:21]([CH3:28])=[N:22][C:23]([S:26][CH3:27])=[N:24][CH:25]=1)=[O:19]. The product is [Cl:16][C:12]1[CH:13]=[CH:14][CH:15]=[C:10]([Cl:9])[C:11]=1[N:17]1[CH:1]=[CH:28][C:21]2[N:22]=[C:23]([S:26][CH3:27])[N:24]=[CH:25][C:20]=2[C:18]1=[O:19]. The catalyst is CN(C=O)C.